This data is from Retrosynthesis with 50K atom-mapped reactions and 10 reaction types from USPTO. The task is: Predict the reactants needed to synthesize the given product. (1) The reactants are: CCOC(=O)CC[C@H](NC(=O)c1ccc(CN(Cc2cnc3nc(NC(=O)C(C)(C)C)nc(O)c3c2)C(=O)C(F)(F)F)cc1)C(=O)OCC. Given the product CCOC(=O)CC[C@H](NC(=O)c1ccc(CN(CC2CNc3nc(NC(=O)C(C)(C)C)nc(O)c3C2)C(=O)C(F)(F)F)cc1)C(=O)OCC, predict the reactants needed to synthesize it. (2) Given the product CC(=O)c1cc(Cl)c2cccnc2c1N1CCC(O[Si](C)(C)C(C)(C)C)CC1, predict the reactants needed to synthesize it. The reactants are: CON(C)C(=O)c1cc(Cl)c2cccnc2c1N1CCC(O[Si](C)(C)C(C)(C)C)CC1. (3) Given the product CC(/C=C/CCCCCCOCc1cc(C(F)(F)F)cc(C(F)(F)F)c1)=C\C(=O)O, predict the reactants needed to synthesize it. The reactants are: CCOC(=O)C=C(C)C=CCCCCCCOCc1cc(C(F)(F)F)cc(C(F)(F)F)c1. (4) Given the product Oc1ccc(-n2cncc2-c2ccncc2)cc1, predict the reactants needed to synthesize it. The reactants are: c1ccc(COc2ccc(-n3cncc3-c3ccncc3)cc2)cc1.